Predict the reaction yield, written as a fraction of the theoretical maximum amount of product (1.0 means a 100% yield; for example, 0.34 means a 34% yield). From a dataset of Reaction yield outcomes from USPTO patents with 853,638 reactions. The yield is 0.890. The product is [Br:1][C:21]1[N:15]2[CH:16]=[CH:17][C:18]([CH3:20])=[CH:19][C:14]2=[N:13][C:12]=1[C:9]1[CH:10]=[CH:11][C:6]([C:5]([NH:4][CH3:3])=[O:23])=[CH:7][C:8]=1[CH3:22]. The reactants are [Br:1]Br.[CH3:3][NH:4][C:5](=[O:23])[C:6]1[CH:11]=[CH:10][C:9]([C:12]2[N:13]=[C:14]3[CH:19]=[C:18]([CH3:20])[CH:17]=[CH:16][N:15]3[CH:21]=2)=[C:8]([CH3:22])[CH:7]=1. The catalyst is C(O)C.